This data is from Full USPTO retrosynthesis dataset with 1.9M reactions from patents (1976-2016). The task is: Predict the reactants needed to synthesize the given product. Given the product [F:25][C:22]1[CH:21]=[CH:20][C:19]([N:18]2[C@H:15]([C:12]3[CH:11]=[CH:10][C:9]([OH:8])=[CH:14][CH:13]=3)[C@@H:16]([CH2:27][CH2:28][C@@H:29]([C:31]3[CH:32]=[CH:33][C:34]([F:37])=[CH:35][CH:36]=3)[OH:30])[C:17]2=[O:26])=[CH:24][CH:23]=1, predict the reactants needed to synthesize it. The reactants are: C([O:8][C:9]1[CH:14]=[CH:13][C:12]([C@H:15]2[N:18]([C:19]3[CH:24]=[CH:23][C:22]([F:25])=[CH:21][CH:20]=3)[C:17](=[O:26])[C@@H:16]2[CH2:27][CH2:28][C@@H:29]([C:31]2[CH:36]=[CH:35][C:34]([F:37])=[CH:33][CH:32]=2)[OH:30])=[CH:11][CH:10]=1)C1C=CC=CC=1.